From a dataset of Full USPTO retrosynthesis dataset with 1.9M reactions from patents (1976-2016). Predict the reactants needed to synthesize the given product. (1) Given the product [C:6]1([S:12][C:13]2[N:18]=[CH:17][C:16]([CH2:19][C:20]3[CH:25]=[C:24]([C:26]4[C:27]([NH2:33])=[N:28][C:29]([NH2:32])=[CH:30][CH:31]=4)[O:22][N:21]=3)=[CH:15][CH:14]=2)[CH:11]=[CH:10][CH:9]=[CH:8][CH:7]=1, predict the reactants needed to synthesize it. The reactants are: O1CCCC1.[C:6]1([S:12][C:13]2[N:18]=[CH:17][C:16]([CH2:19][C:20](Cl)=[N:21][OH:22])=[CH:15][CH:14]=2)[CH:11]=[CH:10][CH:9]=[CH:8][CH:7]=1.[C:24]([C:26]1[C:27]([NH2:33])=[N:28][C:29]([NH2:32])=[CH:30][CH:31]=1)#[CH:25].C(N(CC)CC)C. (2) The reactants are: [Cl:1][C:2]1[C:3]([NH:15][CH:16]2[C:20]3([CH2:24][CH2:23][CH2:22][CH2:21]3)[CH2:19][NH:18][CH2:17]2)=[N:4][C:5]([NH:8][C:9]2[CH:10]=[N:11][N:12]([CH3:14])[CH:13]=2)=[N:6][CH:7]=1.[C:25]([CH2:27][C:28](O)=[O:29])#[N:26].CN(C(ON1N=NC2C=CC=NC1=2)=[N+](C)C)C.F[P-](F)(F)(F)(F)F.CCN(CC)CC. Given the product [Cl:1][C:2]1[C:3]([NH:15][CH:16]2[C:20]3([CH2:21][CH2:22][CH2:23][CH2:24]3)[CH2:19][N:18]([C:28](=[O:29])[CH2:27][C:25]#[N:26])[CH2:17]2)=[N:4][C:5]([NH:8][C:9]2[CH:10]=[N:11][N:12]([CH3:14])[CH:13]=2)=[N:6][CH:7]=1, predict the reactants needed to synthesize it.